Task: Regression. Given a peptide amino acid sequence and an MHC pseudo amino acid sequence, predict their binding affinity value. This is MHC class I binding data.. Dataset: Peptide-MHC class I binding affinity with 185,985 pairs from IEDB/IMGT (1) The peptide sequence is SLYKYLLLR. The MHC is HLA-A30:01 with pseudo-sequence HLA-A30:01. The binding affinity (normalized) is 0.213. (2) The peptide sequence is VTSLDVINY. The MHC is HLA-B35:01 with pseudo-sequence HLA-B35:01. The binding affinity (normalized) is 0.327. (3) The binding affinity (normalized) is 0.284. The peptide sequence is VVYSTCTVPT. The MHC is HLA-A02:01 with pseudo-sequence HLA-A02:01.